This data is from Catalyst prediction with 721,799 reactions and 888 catalyst types from USPTO. The task is: Predict which catalyst facilitates the given reaction. (1) Reactant: [OH:1][CH:2]([CH2:8][CH:9]=[CH2:10])[C:3]([O:5][CH2:6][CH3:7])=[O:4].[H-].[Na+].[CH2:13](Br)[C:14]1[CH:19]=[CH:18][CH:17]=[CH:16][CH:15]=1. Product: [CH2:13]([O:1][CH:2]([CH2:8][CH:9]=[CH2:10])[C:3]([O:5][CH2:6][CH3:7])=[O:4])[C:14]1[CH:19]=[CH:18][CH:17]=[CH:16][CH:15]=1. The catalyst class is: 134. (2) Reactant: [CH3:1][C:2]1([CH3:8])[CH2:7][NH:6][CH2:5][CH2:4][NH:3]1.F[C:10]1[CH:15]=[CH:14][C:13]([N+:16]([O-:18])=[O:17])=[CH:12][CH:11]=1.[C:19](=[O:22])([O-])[O-:20].[Cs+].[Cs+].O. Product: [CH3:1][C:2]1([CH3:8])[CH2:7][N:6]([C:10]2[CH:15]=[CH:14][C:13]([N+:16]([O-:18])=[O:17])=[CH:12][CH:11]=2)[CH2:5][CH2:4][N:3]1[C:19]([O:20][C:2]([CH3:8])([CH3:7])[CH3:1])=[O:22]. The catalyst class is: 3. (3) Reactant: [C:1](OC(=O)C)(=[O:3])[CH3:2].[NH2:8][C:9]1[CH:10]=[C:11]([CH:17]=[C:18]([I:20])[CH:19]=1)[C:12]([O:14][CH2:15][CH3:16])=[O:13].C(N(CC)CC)C. Product: [C:1]([NH:8][C:9]1[CH:10]=[C:11]([CH:17]=[C:18]([I:20])[CH:19]=1)[C:12]([O:14][CH2:15][CH3:16])=[O:13])(=[O:3])[CH3:2]. The catalyst class is: 2. (4) Reactant: [NH2:1][C:2]1[CH:7]=[CH:6][CH:5]=[CH:4][C:3]=1[CH:8]1[N:13]2[N:14]=[C:15]([C:19]3[CH:24]=[CH:23][C:22]([O:25][CH2:26][CH:27]4[CH2:29][CH2:28]4)=[CH:21][CH:20]=3)[C:16]([C:17]#[N:18])=[C:12]2[NH:11][CH2:10][CH2:9]1.[OH-:30].[Na+].OO. Product: [NH2:1][C:2]1[CH:7]=[CH:6][CH:5]=[CH:4][C:3]=1[CH:8]1[N:13]2[N:14]=[C:15]([C:19]3[CH:20]=[CH:21][C:22]([O:25][CH2:26][CH:27]4[CH2:29][CH2:28]4)=[CH:23][CH:24]=3)[C:16]([C:17]([NH2:18])=[O:30])=[C:12]2[NH:11][CH2:10][CH2:9]1. The catalyst class is: 593. (5) Reactant: [CH3:1][S:2](Cl)(=[O:4])=[O:3].[C:6]1([CH3:23])[CH:11]=[CH:10][CH:9]=[CH:8][C:7]=1[C:12]1[C:13]2[CH:22]=[CH:21][CH:20]=[CH:19][C:14]=2[S:15][C:16]=1[CH2:17][OH:18].CCN(C(C)C)C(C)C. Product: [C:6]1([CH3:23])[CH:11]=[CH:10][CH:9]=[CH:8][C:7]=1[C:12]1[C:13]2[CH:22]=[CH:21][CH:20]=[CH:19][C:14]=2[S:15][C:16]=1[CH2:17][O:18][S:2]([CH3:1])(=[O:4])=[O:3]. The catalyst class is: 2. (6) Reactant: [H-].[Na+].[CH3:3][C:4]1[O:8][C:7]([C:9]2[CH:14]=[CH:13][CH:12]=[CH:11][CH:10]=2)=[N:6][C:5]=1[CH2:15][CH2:16][O:17][C:18]1[CH:23]=[CH:22][C:21]([CH2:24][C@H:25]([NH:31][CH2:32][C:33]2[CH:38]=[CH:37][C:36]([F:39])=[CH:35][CH:34]=2)[C:26]([O:28][CH2:29][CH3:30])=[O:27])=[CH:20][CH:19]=1.[CH3:40]I.O. Product: [CH3:3][C:4]1[O:8][C:7]([C:9]2[CH:14]=[CH:13][CH:12]=[CH:11][CH:10]=2)=[N:6][C:5]=1[CH2:15][CH2:16][O:17][C:18]1[CH:23]=[CH:22][C:21]([CH2:24][C@H:25]([N:31]([CH2:32][C:33]2[CH:38]=[CH:37][C:36]([F:39])=[CH:35][CH:34]=2)[CH3:40])[C:26]([O:28][CH2:29][CH3:30])=[O:27])=[CH:20][CH:19]=1. The catalyst class is: 7. (7) Reactant: [Cl:1][C:2]1[C:10]([O:11][C@@H:12]2[CH2:17][CH2:16][C@H:15]([NH2:18])[CH2:14][CH2:13]2)=[CH:9][CH:8]=[C:7]2[C:3]=1[CH:4]=[N:5][NH:6]2.Cl.C(OCC)C.C(OCC)C. Product: [ClH:1].[Cl:1][C:2]1[C:10]([O:11][C@@H:12]2[CH2:13][CH2:14][C@H:15]([NH2:18])[CH2:16][CH2:17]2)=[CH:9][CH:8]=[C:7]2[C:3]=1[CH:4]=[N:5][NH:6]2. The catalyst class is: 449. (8) Reactant: [NH2:1][C:2]1[N:10]=[C:9]([O:11][CH2:12][CH2:13][CH2:14][CH3:15])[N:8]=[C:7]2[C:3]=1[N:4]=[C:5]([O:32]C)[N:6]2[CH2:16][CH2:17][N:18]1[CH2:23][CH2:22][CH:21]([NH:24]C(=O)OC(C)(C)C)[CH2:20][CH2:19]1.Cl.O1CCOCC1. Product: [NH2:1][C:2]1[N:10]=[C:9]([O:11][CH2:12][CH2:13][CH2:14][CH3:15])[N:8]=[C:7]2[C:3]=1[NH:4][C:5](=[O:32])[N:6]2[CH2:16][CH2:17][N:18]1[CH2:19][CH2:20][CH:21]([NH2:24])[CH2:22][CH2:23]1. The catalyst class is: 5. (9) Reactant: [Br-].[Cl:2][C:3]1[CH:4]=[C:5]2[C:10](=[CH:11][CH:12]=1)[N+:9]([CH2:13][C:14]([C:16]1[CH:21]=[CH:20][CH:19]=[CH:18][CH:17]=1)=[O:15])=[CH:8][CH:7]=[CH:6]2.BrCC(C1C=CC=CC=1)=O.ClC1C=C2C(=CC=1)[N:39]=[CH:38][CH:37]=[CH:36]2. Product: [C:14]([C:13]1[N:9]2[C:10]3[C:5]([CH:6]=[CH:7][C:8]2=[C:37]([C:38]#[N:39])[CH:36]=1)=[CH:4][C:3]([Cl:2])=[CH:12][CH:11]=3)(=[O:15])[C:16]1[CH:21]=[CH:20][CH:19]=[CH:18][CH:17]=1. The catalyst class is: 10.